The task is: Regression. Given a peptide amino acid sequence and an MHC pseudo amino acid sequence, predict their binding affinity value. This is MHC class II binding data.. This data is from Peptide-MHC class II binding affinity with 134,281 pairs from IEDB. The binding affinity (normalized) is 0.168. The MHC is DRB1_1101 with pseudo-sequence DRB1_1101. The peptide sequence is LAVGGVLLFLSVNVHA.